From a dataset of Full USPTO retrosynthesis dataset with 1.9M reactions from patents (1976-2016). Predict the reactants needed to synthesize the given product. (1) Given the product [CH2:20]([CH:23]([CH2:27][CH2:28][CH3:29])[C:24]([NH:11][C@@H:12]([CH2:17][CH:18]=[CH2:19])[C:13]([O:15][CH3:16])=[O:14])=[O:25])[CH2:21][CH3:22], predict the reactants needed to synthesize it. The reactants are: CCN(C(C)C)C(C)C.Cl.[NH2:11][C@@H:12]([CH2:17][CH:18]=[CH2:19])[C:13]([O:15][CH3:16])=[O:14].[CH2:20]([CH:23]([CH2:27][CH2:28][CH3:29])[C:24](O)=[O:25])[CH2:21][CH3:22].C(Cl)CCl.C1C=CC2N(O)N=NC=2C=1.Cl. (2) Given the product [CH3:38][NH:39][CH2:40][C@@H:41]([C@H:43]([C@@H:45]([C@@H:47]([CH2:49][OH:50])[OH:48])[OH:46])[OH:44])[OH:42].[Cl:1][C:2]1[CH:3]=[CH:4][C:5]([C:8]#[C:9][C:10]2[CH:11]=[CH:12][C:13]([CH2:14][N:15]([C:26](=[O:35])[CH2:27][CH2:28][C:29]3[CH:34]=[CH:33][CH:32]=[CH:31][CH:30]=3)[C:16]3[CH:17]=[CH:18][C:19]([OH:25])=[C:20]([CH:24]=3)[C:21]([OH:23])=[O:22])=[CH:36][CH:37]=2)=[CH:6][CH:7]=1, predict the reactants needed to synthesize it. The reactants are: [Cl:1][C:2]1[CH:7]=[CH:6][C:5]([C:8]#[C:9][C:10]2[CH:37]=[CH:36][C:13]([CH2:14][N:15]([C:26](=[O:35])[CH2:27][CH2:28][C:29]3[CH:34]=[CH:33][CH:32]=[CH:31][CH:30]=3)[C:16]3[CH:17]=[CH:18][C:19]([OH:25])=[C:20]([CH:24]=3)[C:21]([OH:23])=[O:22])=[CH:12][CH:11]=2)=[CH:4][CH:3]=1.[CH3:38][NH:39][CH2:40][C@@H:41]([C@H:43]([C@@H:45]([C@@H:47]([CH2:49][OH:50])[OH:48])[OH:46])[OH:44])[OH:42].